This data is from Forward reaction prediction with 1.9M reactions from USPTO patents (1976-2016). The task is: Predict the product of the given reaction. (1) Given the reactants [Si:1]([O:8][CH2:9][C:10]1[N:11]=[CH:12][S:13][CH:14]=1)([C:4]([CH3:7])([CH3:6])[CH3:5])([CH3:3])[CH3:2].[Li]CCCC.[I:20]I, predict the reaction product. The product is: [Si:1]([O:8][CH2:9][C:10]1[N:11]=[C:12]([I:20])[S:13][CH:14]=1)([C:4]([CH3:7])([CH3:5])[CH3:6])([CH3:2])[CH3:3]. (2) Given the reactants [O:1]=[C:2]1[CH2:7][CH2:6][CH2:5][CH2:4][CH:3]1[NH:8][C:9](=[O:18])[O:10][CH2:11][C:12]1[CH:17]=[CH:16][CH:15]=[CH:14][CH:13]=1.C[Mg+].[Br-].[CH3:22]COCC, predict the reaction product. The product is: [OH:1][C@@:2]1([CH3:22])[CH2:7][CH2:6][CH2:5][CH2:4][C@@H:3]1[NH:8][C:9](=[O:18])[O:10][CH2:11][C:12]1[CH:13]=[CH:14][CH:15]=[CH:16][CH:17]=1. (3) The product is: [C:1]([O:5][C:6](=[O:8])[CH3:7])([CH3:4])([CH3:3])[CH3:2].[CH2:25]([C:24]([C:29]1[S:33][C:32]([S:34]([NH2:37])(=[O:36])=[O:35])=[C:31]([CH3:38])[CH:30]=1)([C:21]1[CH:22]=[CH:23][C:18]([O:17][CH2:16][CH:15]([OH:14])[C:40]([CH3:42])([CH3:43])[CH3:41])=[C:19]([CH3:39])[CH:20]=1)[CH2:27][CH3:28])[CH3:26]. Given the reactants [C:1]([O:5][C:6](=[O:8])[CH3:7])([CH3:4])([CH3:3])[CH3:2].C([Si](C)(C)[O:14][CH:15]([C:40]([CH3:43])([CH3:42])[CH3:41])[CH2:16][O:17][C:18]1[CH:23]=[CH:22][C:21]([C:24]([C:29]2[S:33][C:32]([S:34]([NH2:37])(=[O:36])=[O:35])=[C:31]([CH3:38])[CH:30]=2)([CH2:27][CH3:28])[CH2:25][CH3:26])=[CH:20][C:19]=1[CH3:39])(C)(C)C.[F-].C([N+](CCCC)(CCCC)CCCC)CCC, predict the reaction product. (4) Given the reactants [NH:1]1[CH:5]=[CH:4][N:3]=[CH:2]1.[OH-].[K+].C(=O)([O-])[O-].[K+].[K+].[CH3:14][O:15][C:16](=[O:19])[CH2:17]Br, predict the reaction product. The product is: [CH3:14][O:15][C:16](=[O:19])[CH2:17][N:1]1[CH:5]=[CH:4][N:3]=[CH:2]1. (5) Given the reactants [CH3:1][C:2]1[N:6]=[CH:5][NH:4][C:3]=1[CH:7]=[CH:8][C:9]([Cl:11])=[O:10].[OH-].[Na+].[H][H], predict the reaction product. The product is: [CH3:1][C:2]1[N:6]=[CH:5][NH:4][C:3]=1[CH2:7][CH2:8][C:9]([Cl:11])=[O:10].